This data is from Catalyst prediction with 721,799 reactions and 888 catalyst types from USPTO. The task is: Predict which catalyst facilitates the given reaction. (1) Reactant: CC(C)[C@H](NC(=O)OC)C(=O)N1CCC[C@H]1C1NC(C2C=CC(B3OC(C)(C)C(C)(C)O3)=CC=2)=CN=1.BrC1C=CC(CNC(NC([CH:49]2[CH2:53][CH2:52][CH2:51][N:50]2[C:54]([O:56][C:57]([CH3:60])([CH3:59])[CH3:58])=[O:55])=O)=O)=CC=1.C(=O)(O)[O-].[Na+]. Product: [C:57]([O:56][C:54]([N:50]1[CH2:51][CH2:52][CH2:53][CH2:49]1)=[O:55])([CH3:60])([CH3:58])[CH3:59]. The catalyst class is: 149. (2) Reactant: [Cl:1][C:2]1[CH:7]=[CH:6][C:5]([O:8][CH2:9][C@H:10]2[CH2:13][CH2:12][N:11]2C(OC(C)(C)C)=O)=[CH:4][N:3]=1.FC(F)(F)C(O)=O.[OH-].[Na+]. Product: [Cl:1][C:2]1[CH:7]=[CH:6][C:5]([O:8][CH2:9][C@H:10]2[CH2:13][CH2:12][NH:11]2)=[CH:4][N:3]=1. The catalyst class is: 4. (3) Reactant: [F:1][CH:2]([F:16])[CH:3]([OH:15])[CH2:4][O:5][C:6]1[CH:10]=[C:9]([C:11]([O:13][CH3:14])=[O:12])[O:8][N:7]=1.[CH3:17][S:18](Cl)(=[O:20])=[O:19].C(N(CC)CC)C.C1COCC1. Product: [F:16][CH:2]([F:1])[CH:3]([O:15][S:18]([CH3:17])(=[O:20])=[O:19])[CH2:4][O:5][C:6]1[CH:10]=[C:9]([C:11]([O:13][CH3:14])=[O:12])[O:8][N:7]=1. The catalyst class is: 6. (4) Reactant: [CH2:1]([OH:3])[CH3:2].[OH-].C([N+](CC)(CC)CC)C.[O:14]1[CH:20]2[CH:15]1CC(CC[Si](OC)(OC)OC)[CH2:18][CH2:19]2.C1([Si](OC)(OC)[O:37]C)C=CC=CC=1. Product: [C:1]([O:37][CH:19]([CH3:18])[CH2:20][O:14][CH3:15])(=[O:3])[CH3:2]. The catalyst class is: 84. (5) Reactant: [N+:1]([C:4]1[CH:19]=[CH:18][C:7]([CH2:8][N:9]2[C:13]([C:14]([NH2:16])=[O:15])=[C:12]([OH:17])[N:11]=[CH:10]2)=[CH:6][CH:5]=1)([O-:3])=[O:2].[C:20](=O)([O-])[O-].[K+].[K+].CI. Product: [N+:1]([C:4]1[CH:5]=[CH:6][C:7]([CH2:8][N:9]2[C:13]([C:14]([NH2:16])=[O:15])=[C:12]([O:17][CH3:20])[N:11]=[CH:10]2)=[CH:18][CH:19]=1)([O-:3])=[O:2]. The catalyst class is: 3. (6) Reactant: COC([N:5]1[C:9]2=[N:10][C:11]([Cl:14])=[CH:12][CH:13]=[C:8]2[CH:7]=[C:6]1[CH3:15])=O.[OH-].[Na+]. Product: [Cl:14][C:11]1[N:10]=[C:9]2[NH:5][C:6]([CH3:15])=[CH:7][C:8]2=[CH:13][CH:12]=1. The catalyst class is: 5.